This data is from Peptide-MHC class I binding affinity with 185,985 pairs from IEDB/IMGT. The task is: Regression. Given a peptide amino acid sequence and an MHC pseudo amino acid sequence, predict their binding affinity value. This is MHC class I binding data. The peptide sequence is AIDDFCLFA. The MHC is HLA-A03:01 with pseudo-sequence HLA-A03:01. The binding affinity (normalized) is 0.0847.